The task is: Binary Classification. Given a drug SMILES string, predict its activity (active/inactive) in a high-throughput screening assay against a specified biological target.. This data is from KCNQ2 potassium channel screen with 302,405 compounds. (1) The compound is Brc1cc(c(O)cc1)C(=O)N\N=C\c1ncccc1. The result is 1 (active). (2) The drug is S=C(N(Cc1ccncc1)CC)Nc1c(cccc1C)C. The result is 0 (inactive).